This data is from Catalyst prediction with 721,799 reactions and 888 catalyst types from USPTO. The task is: Predict which catalyst facilitates the given reaction. (1) Reactant: C(OC([N:8]1[CH2:13][CH2:12][N:11]([C:14]([C:16]2[C:17]([CH2:32][C:33]3[CH:38]=[CH:37][CH:36]=[C:35]([F:39])[C:34]=3[CH3:40])=[C:18]([C:26]3[CH:31]=[CH:30][CH:29]=[CH:28][CH:27]=3)[N:19]3[C:24]=2[CH:23]=[C:22]([Br:25])[CH:21]=[CH:20]3)=[O:15])[CH2:10][CH2:9]1)=O)(C)(C)C. Product: [Br:25][C:22]1[CH:21]=[CH:20][N:19]2[C:24]([CH:23]=1)=[C:16]([C:14]([N:11]1[CH2:12][CH2:13][NH:8][CH2:9][CH2:10]1)=[O:15])[C:17]([CH2:32][C:33]1[CH:38]=[CH:37][CH:36]=[C:35]([F:39])[C:34]=1[CH3:40])=[C:18]2[C:26]1[CH:27]=[CH:28][CH:29]=[CH:30][CH:31]=1. The catalyst class is: 157. (2) Reactant: [CH:1]([S:3]([C:6]1[CH:11]=[CH:10][CH:9]=[CH:8][CH:7]=1)(=[O:5])=[O:4])=[CH2:2].Cl.[CH3:13][O:14][C:15](=[O:18])[CH2:16][NH2:17].C(N(CC)CC)C.[C:26](O[C:26]([O:28][C:29]([CH3:32])([CH3:31])[CH3:30])=[O:27])([O:28][C:29]([CH3:32])([CH3:31])[CH3:30])=[O:27]. Product: [CH3:13][O:14][C:15](=[O:18])[CH2:16][N:17]([CH2:2][CH2:1][S:3]([C:6]1[CH:11]=[CH:10][CH:9]=[CH:8][CH:7]=1)(=[O:4])=[O:5])[C:26]([O:28][C:29]([CH3:32])([CH3:31])[CH3:30])=[O:27]. The catalyst class is: 14. (3) Product: [CH3:1][O:2][C:3]1[CH:4]=[C:5]([NH:15][C:25]([NH2:24])=[S:26])[CH:6]=[CH:7][C:8]=1[C:9]1[S:13][C:12]([CH3:14])=[N:11][CH:10]=1. Reactant: [CH3:1][O:2][C:3]1[CH:4]=[C:5]([NH2:15])[CH:6]=[CH:7][C:8]=1[C:9]1[S:13][C:12]([CH3:14])=[N:11][CH:10]=1.C([N:24]=[C:25]=[S:26])(=O)C1C=CC=CC=1.C(=O)([O-])[O-].[K+].[K+]. The catalyst class is: 30. (4) Product: [CH2:15]([O:22][C:23]1[CH:24]=[CH:25][C:26]([C@@H:29]2[CH2:31][C@H:30]2[NH:32][CH2:40][C:37]2[CH:36]=[N:35][C:34]([NH2:33])=[N:39][CH:38]=2)=[CH:27][CH:28]=1)[C:16]1[CH:17]=[CH:18][CH:19]=[CH:20][CH:21]=1. Reactant: C(O[BH-](OC(=O)C)OC(=O)C)(=O)C.[Na+].[CH2:15]([O:22][C:23]1[CH:28]=[CH:27][C:26]([C@@H:29]2[CH2:31][C@H:30]2[NH2:32])=[CH:25][CH:24]=1)[C:16]1[CH:21]=[CH:20][CH:19]=[CH:18][CH:17]=1.[NH2:33][C:34]1[N:39]=[CH:38][C:37]([CH:40]=O)=[CH:36][N:35]=1.[BH4-].[Na+]. The catalyst class is: 26. (5) Reactant: [F:1][C:2]1[CH:11]=[CH:10][C:9]([N:12]2[CH2:17][CH2:16][N:15](C(OC(C)(C)C)=O)[C:14]([CH3:26])([CH3:25])[CH2:13]2)=[C:8]2[C:3]=1[CH:4]=[CH:5][C:6]([C:27]1[N:31]3[CH:32]=[CH:33][C:34]([O:36][CH2:37][CH2:38][O:39][CH3:40])=[CH:35][C:30]3=[N:29][CH:28]=1)=[N:7]2.Cl. Product: [CH3:25][C:14]1([CH3:26])[NH:15][CH2:16][CH2:17][N:12]([C:9]2[CH:10]=[CH:11][C:2]([F:1])=[C:3]3[C:8]=2[N:7]=[C:6]([C:27]2[N:31]4[CH:32]=[CH:33][C:34]([O:36][CH2:37][CH2:38][O:39][CH3:40])=[CH:35][C:30]4=[N:29][CH:28]=2)[CH:5]=[CH:4]3)[CH2:13]1. The catalyst class is: 12. (6) Reactant: C(O[C:4](=[O:21])[C:5](=[CH:11][NH:12][C:13]1[CH:14]=[N:15][C:16]([O:19][CH3:20])=[CH:17][CH:18]=1)[C:6]([O:8][CH2:9][CH3:10])=[O:7])C. Product: [CH2:9]([O:8][C:6]([C:5]1[C:4](=[O:21])[C:14]2[C:13](=[CH:18][CH:17]=[C:16]([O:19][CH3:20])[N:15]=2)[NH:12][CH:11]=1)=[O:7])[CH3:10]. The catalyst class is: 736.